This data is from Full USPTO retrosynthesis dataset with 1.9M reactions from patents (1976-2016). The task is: Predict the reactants needed to synthesize the given product. (1) The reactants are: [Cl-].[CH3:2][C:3]1[CH:4]=[C:5]([NH:10][NH3+:11])[CH:6]=[CH:7][C:8]=1[CH3:9].[C:12](OCC)(=[O:17])[CH2:13][C:14]([CH3:16])=O.C([O-])(=O)C.[Na+].C(O)(=O)C. Given the product [CH3:2][C:3]1[CH:4]=[C:5]([N:10]2[C:12]([OH:17])=[CH:13][C:14]([CH3:16])=[N:11]2)[CH:6]=[CH:7][C:8]=1[CH3:9], predict the reactants needed to synthesize it. (2) Given the product [OH:1][CH:2]([CH2:6][NH:7][C:8]1[N:13]=[C:12]([NH:14][C:15]2[N:20]=[CH:19][C:18]3[N:21]=[C:22]([CH3:27])[N:23]([CH:24]([CH3:26])[CH3:25])[C:17]=3[CH:16]=2)[CH:11]=[CH:10][N:9]=1)[C:3]([NH2:29])=[O:5], predict the reactants needed to synthesize it. The reactants are: [OH:1][CH:2]([CH2:6][NH:7][C:8]1[N:13]=[C:12]([NH:14][C:15]2[N:20]=[CH:19][C:18]3[N:21]=[C:22]([CH3:27])[N:23]([CH:24]([CH3:26])[CH3:25])[C:17]=3[CH:16]=2)[CH:11]=[CH:10][N:9]=1)[C:3]([OH:5])=O.[NH4+].[N:29]1(O)C2C=CC=CC=2N=N1.C(N(CC)C(C)C)(C)C.Cl.CN(C)CCCN=C=NCC. (3) Given the product [C:13]([CH2:21][C:22]([O-:24])=[O:23])(=[O:20])[C:14]1[CH:19]=[CH:18][CH:17]=[CH:16][CH:15]=1.[Ag+:29], predict the reactants needed to synthesize it. The reactants are: N(CCO)CCO.CCOCC.[C:13]([CH2:21][C:22]([OH:24])=[O:23])(=[O:20])[C:14]1[CH:19]=[CH:18][CH:17]=[CH:16][CH:15]=1.[N+]([O-])([O-])=O.[Ag+:29].